Dataset: Catalyst prediction with 721,799 reactions and 888 catalyst types from USPTO. Task: Predict which catalyst facilitates the given reaction. (1) Reactant: [Br:1][C:2]1[CH:7]=[C:6]([CH:8]([CH3:16])[C:9]([O:11][C:12]([CH3:15])([CH3:14])[CH3:13])=[O:10])[CH:5]=[CH:4][C:3]=1[NH:17][CH2:18][C:19]1[CH:27]=[CH:26][CH:25]=[CH:24][C:20]=1[C:21]([OH:23])=O.Cl.CN(C)CCCN=C=NCC. Product: [Br:1][C:2]1[CH:7]=[C:6]([CH:8]([CH3:16])[C:9]([O:11][C:12]([CH3:14])([CH3:13])[CH3:15])=[O:10])[CH:5]=[CH:4][C:3]=1[N:17]1[CH2:18][C:19]2[C:20](=[CH:24][CH:25]=[CH:26][CH:27]=2)[C:21]1=[O:23]. The catalyst class is: 143. (2) Reactant: [CH3:1][O:2][C:3]([C:5]1[N:6]=[CH:7][NH:8][CH:9]=1)=[O:4].[H-].[Na+].[Cl:12][C:13]1[CH:18]=[CH:17][C:16]([C@@H:19]2[C@:21]3([C:29]4[C:24](=[CH:25][CH:26]=[CH:27][CH:28]=4)[N:23]([CH2:30][C:31]4C=CN=CC=4)[C:22]3=[O:37])[CH2:20]2)=[CH:15][CH:14]=1.BrCCN1C2C(=CC=CC=2)[C@@]2(C[C@@H]2C2C=CC(Cl)=CC=2)C1=O. Product: [CH3:1][O:2][C:3]([C:5]1[N:6]=[CH:7][N:8]([CH2:31][CH2:30][N:23]2[C:24]3[C:29](=[CH:28][CH:27]=[CH:26][CH:25]=3)[C@:21]3([CH2:20][C@H:19]3[C:16]3[CH:15]=[CH:14][C:13]([Cl:12])=[CH:18][CH:17]=3)[C:22]2=[O:37])[CH:9]=1)=[O:4]. The catalyst class is: 3. (3) Reactant: [Si]([O:18][CH2:19][C:20]1[C:21]([O:29][CH2:30][C:31]2[CH:36]=[CH:35][C:34]([O:37][CH3:38])=[CH:33][CH:32]=2)=[N:22][C:23]([C:26]([NH2:28])=[O:27])=[N:24][CH:25]=1)(C(C)(C)C)(C1C=CC=CC=1)C1C=CC=CC=1.CCCC[N+](CCCC)(CCCC)CCCC.[F-]. Product: [OH:18][CH2:19][C:20]1[C:21]([O:29][CH2:30][C:31]2[CH:32]=[CH:33][C:34]([O:37][CH3:38])=[CH:35][CH:36]=2)=[N:22][C:23]([C:26]([NH2:28])=[O:27])=[N:24][CH:25]=1. The catalyst class is: 56. (4) Reactant: [Cl:1][C:2]1[S:6][C:5]([C:7]([NH:9][CH:10]([CH3:14])[C:11]([OH:13])=O)=[O:8])=[CH:4][CH:3]=1.[CH3:15]CN(C(C)C)C(C)C.CN(C(ON1N=NC2C=CC=NC1=2)=[N+](C)C)C.F[P-](F)(F)(F)(F)F.[CH2:48]([N:50]1[CH2:55][CH2:54][N:53]([C:56]([C:58]2[CH:64]=[CH:63][C:61]([NH2:62])=[CH:60][CH:59]=2)=[O:57])[CH2:52][CH2:51]1)[CH3:49]. Product: [CH3:15][C:64]1[CH:63]=[C:61]([NH:62][C:11]([CH:10]([NH:9][C:7]([C:5]2[S:6][C:2]([Cl:1])=[CH:3][CH:4]=2)=[O:8])[CH3:14])=[O:13])[CH:60]=[CH:59][C:58]=1[C:56]([N:53]1[CH2:52][CH2:51][N:50]([CH2:48][CH3:49])[CH2:55][CH2:54]1)=[O:57]. The catalyst class is: 3. (5) Reactant: [CH:1]1([N:6]2[C:11]3[N:12]=[C:13](S(C)=O)[N:14]=[CH:15][C:10]=3[CH:9]=[C:8]([CH2:19][O:20][CH2:21][CH3:22])[C:7]2=[O:23])[CH2:5][CH2:4][CH2:3][CH2:2]1.[N:24]1([C:30]2[CH:31]=[N:32][C:33]([NH2:36])=[CH:34][CH:35]=2)[CH2:29][CH2:28][CH2:27][CH2:26][CH2:25]1. Product: [CH:1]1([N:6]2[C:11]3[N:12]=[C:13]([NH:36][C:33]4[N:32]=[CH:31][C:30]([N:24]5[CH2:29][CH2:28][CH2:27][CH2:26][CH2:25]5)=[CH:35][CH:34]=4)[N:14]=[CH:15][C:10]=3[CH:9]=[C:8]([CH2:19][O:20][CH2:21][CH3:22])[C:7]2=[O:23])[CH2:5][CH2:4][CH2:3][CH2:2]1. The catalyst class is: 11. (6) Reactant: [C:1]1([CH2:7][O:8][C:9]([O:11]N2C(=O)CCC2=O)=O)[CH:6]=[CH:5][CH:4]=[CH:3][CH:2]=1.[NH:19]1[CH2:24][CH2:23][CH2:22][CH:21]([CH2:25][CH2:26][CH2:27][OH:28])[CH2:20]1.C(N(CC)CC)C. The catalyst class is: 4. Product: [OH:28][CH2:27][CH2:26][CH2:25][CH:21]1[CH2:22][CH2:23][CH2:24][N:19]([C:9]([O:8][CH2:7][C:1]2[CH:2]=[CH:3][CH:4]=[CH:5][CH:6]=2)=[O:11])[CH2:20]1. (7) Reactant: [Br:1][C:2]1[CH:11]=[C:10]2[C:5]([C:6]([CH3:16])=[CH:7][C:8](=[O:15])[N:9]2[CH:12]2[CH2:14][CH2:13]2)=[CH:4][CH:3]=1.[OH2:17]. Product: [Br:1][C:2]1[CH:11]=[C:10]2[C:5]([C:6]([CH:16]=[O:17])=[CH:7][C:8](=[O:15])[N:9]2[CH:12]2[CH2:13][CH2:14]2)=[CH:4][CH:3]=1. The catalyst class is: 113. (8) The catalyst class is: 6. Product: [CH2:15]([O:22][C:23]1[CH:28]=[C:27]([O:29][CH2:30][O:31][CH3:32])[CH:26]=[CH:25][C:24]=1[C:33]([C:35]1[CH:36]=[CH:37][C:38]([O:41][CH2:2][C:3]2[N:4]=[C:5]([C:9]3[CH:14]=[CH:13][CH:12]=[CH:11][CH:10]=3)[O:6][C:7]=2[CH3:8])=[CH:39][CH:40]=1)=[O:34])[C:16]1[CH:17]=[CH:18][CH:19]=[CH:20][CH:21]=1. Reactant: Cl[CH2:2][C:3]1[N:4]=[C:5]([C:9]2[CH:14]=[CH:13][CH:12]=[CH:11][CH:10]=2)[O:6][C:7]=1[CH3:8].[CH2:15]([O:22][C:23]1[CH:28]=[C:27]([O:29][CH2:30][O:31][CH3:32])[CH:26]=[CH:25][C:24]=1[C:33]([C:35]1[CH:40]=[CH:39][C:38]([OH:41])=[CH:37][CH:36]=1)=[O:34])[C:16]1[CH:21]=[CH:20][CH:19]=[CH:18][CH:17]=1.C(=O)([O-])[O-].[K+].[K+].CN(C)C=O.